This data is from Blood-brain barrier penetration binary classification data from Martins et al.. The task is: Regression/Classification. Given a drug SMILES string, predict its absorption, distribution, metabolism, or excretion properties. Task type varies by dataset: regression for continuous measurements (e.g., permeability, clearance, half-life) or binary classification for categorical outcomes (e.g., BBB penetration, CYP inhibition). Dataset: bbb_martins. The molecule is CN(C)CCCC1(c2ccc(F)cc2)OCc2cc(C#N)ccc21. The result is 1 (penetrates BBB).